From a dataset of Catalyst prediction with 721,799 reactions and 888 catalyst types from USPTO. Predict which catalyst facilitates the given reaction. (1) Reactant: [C:1]12([CH2:11][C:12]([OH:14])=[O:13])[CH2:10][CH:5]3[CH2:6][CH:7]([CH2:9][CH:3]([CH2:4]3)[CH2:2]1)[CH2:8]2.O[CH2:16][CH2:17][O:18][CH2:19][CH2:20][NH:21][C:22](=[O:28])[O:23][C:24]([CH3:27])([CH3:26])[CH3:25].C1CCC(N=C=NC2CCCCC2)CC1. Product: [C:1]12([CH2:11][C:12]([O:14][CH2:16][CH2:17][O:18][CH2:19][CH2:20][NH:21][C:22]([O:23][C:24]([CH3:25])([CH3:27])[CH3:26])=[O:28])=[O:13])[CH2:10][CH:5]3[CH2:6][CH:7]([CH2:9][CH:3]([CH2:4]3)[CH2:2]1)[CH2:8]2. The catalyst class is: 154. (2) Reactant: [CH3:1][N:2]1[C:6]([NH2:7])=[CH:5][C:4]([C:8]2[CH:13]=[CH:12][CH:11]=[CH:10][N:9]=2)=[N:3]1.[Cl:14][C:15]1[CH:22]=[CH:21][C:18]([CH:19]=O)=[C:17]([CH3:23])[CH:16]=1.[C:24](O)(=[O:27])[CH2:25][SH:26]. Product: [Cl:14][C:15]1[CH:22]=[CH:21][C:18]([CH:19]2[S:26][CH2:25][C:24](=[O:27])[NH:7][C:6]3[N:2]([CH3:1])[N:3]=[C:4]([C:8]4[CH:13]=[CH:12][CH:11]=[CH:10][N:9]=4)[C:5]2=3)=[C:17]([CH3:23])[CH:16]=1. The catalyst class is: 10. (3) Reactant: [O:1]=[C:2]1[CH:11]=[CH:10][C:9]2[C:8]([C:12]([O:14][CH3:15])=[O:13])=[CH:7][CH:6]=[CH:5][C:4]=2[N:3]1[CH2:16][CH:17]=O.[O:19]1[C:24]2[CH:25]=[CH:26][C:27]([CH2:29][N:30]([CH:38]3[CH2:43][CH2:42][NH:41][CH2:40][CH2:39]3)[C:31](=[O:37])[O:32][C:33]([CH3:36])([CH3:35])[CH3:34])=[CH:28][C:23]=2[O:22][CH2:21][CH2:20]1.C(O[BH-](OC(=O)C)OC(=O)C)(=O)C.[Na+].C(=O)([O-])O.[Na+]. Product: [O:19]1[C:24]2[CH:25]=[CH:26][C:27]([CH2:29][N:30]([CH:38]3[CH2:43][CH2:42][N:41]([CH2:17][CH2:16][N:3]4[C:4]5[C:9](=[C:8]([C:12]([O:14][CH3:15])=[O:13])[CH:7]=[CH:6][CH:5]=5)[CH:10]=[CH:11][C:2]4=[O:1])[CH2:40][CH2:39]3)[C:31](=[O:37])[O:32][C:33]([CH3:36])([CH3:34])[CH3:35])=[CH:28][C:23]=2[O:22][CH2:21][CH2:20]1. The catalyst class is: 671.